This data is from Reaction yield outcomes from USPTO patents with 853,638 reactions. The task is: Predict the reaction yield, written as a fraction of the theoretical maximum amount of product (1.0 means a 100% yield; for example, 0.34 means a 34% yield). (1) The reactants are [Br:1][C:2]1[CH:3]=[C:4]2[C:8](=[CH:9][CH:10]=1)[N:7](C(=O)C)[CH2:6][CH2:5]2.C([O-])([O-])=O.[Na+].[Na+]. The catalyst is Cl. The product is [Br:1][C:2]1[CH:3]=[C:4]2[C:8](=[CH:9][CH:10]=1)[NH:7][CH2:6][CH2:5]2. The yield is 0.550. (2) The reactants are Cl[C:2]1[CH:3]=[CH:4][C:5]2[N:6]([C:8]([C:11]([C:14]3[CH:15]=[C:16]4[C:21](=[CH:22][C:23]=3[F:24])[N:20]=[CH:19][CH:18]=[CH:17]4)([OH:13])[CH3:12])=[CH:9][N:10]=2)[N:7]=1.C([Sn](CCCC)(CCCC)[C:30]([O:32]CC)=[CH2:31])CCC.Cl.O. The catalyst is CN(C=O)C.[Pd].C1(P(C2C=CC=CC=2)C2C=CC=CC=2)C=CC=CC=1.C1(P(C2C=CC=CC=2)C2C=CC=CC=2)C=CC=CC=1.C1(P(C2C=CC=CC=2)C2C=CC=CC=2)C=CC=CC=1.C1(P(C2C=CC=CC=2)C2C=CC=CC=2)C=CC=CC=1. The product is [F:24][C:23]1[CH:22]=[C:21]2[C:16]([CH:17]=[CH:18][CH:19]=[N:20]2)=[CH:15][C:14]=1[C:11]([C:8]1[N:6]2[N:7]=[C:2]([C:30](=[O:32])[CH3:31])[CH:3]=[CH:4][C:5]2=[N:10][CH:9]=1)([OH:13])[CH3:12]. The yield is 0.410. (3) The reactants are S(=O)(=O)(O)O.[I:6][C:7]1[CH:8]=[C:9]2[C:13](=[CH:14][CH:15]=1)[NH:12][C:11](=[O:16])C2=O.C(=O)([O-])O.[Na+].CO.CO[CH:27]([O:30][CH3:31])[O:28][CH3:29]. No catalyst specified. The product is [I:6][C:7]1[CH:15]=[C:14]2[C:13](=[CH:9][CH:8]=1)[NH:12][C:11](=[O:16])[C:27]2([O:28][CH3:29])[O:30][CH3:31]. The yield is 0.500.